From a dataset of Peptide-MHC class I binding affinity with 185,985 pairs from IEDB/IMGT. Regression. Given a peptide amino acid sequence and an MHC pseudo amino acid sequence, predict their binding affinity value. This is MHC class I binding data. (1) The peptide sequence is IVDDDFISA. The MHC is HLA-A02:01 with pseudo-sequence HLA-A02:01. The binding affinity (normalized) is 0.136. (2) The peptide sequence is TTDDSTSYY. The MHC is HLA-B46:01 with pseudo-sequence HLA-B46:01. The binding affinity (normalized) is 0.0847.